From a dataset of Catalyst prediction with 721,799 reactions and 888 catalyst types from USPTO. Predict which catalyst facilitates the given reaction. (1) Reactant: [Br:1][C:2]1[CH:7]=[CH:6][C:5]([CH:8]([NH:10][S:11]([CH2:14][CH3:15])(=[O:13])=[O:12])[CH3:9])=[CH:4][CH:3]=1.Cl.[N:17]1[CH:22]=[CH:21][CH:20]=[C:19]([CH2:23]Cl)[CH:18]=1.C(=O)([O-])[O-].[K+].[K+]. Product: [Br:1][C:2]1[CH:3]=[CH:4][C:5]([CH:8]([N:10]([CH2:23][C:19]2[CH:18]=[N:17][CH:22]=[CH:21][CH:20]=2)[S:11]([CH2:14][CH3:15])(=[O:13])=[O:12])[CH3:9])=[CH:6][CH:7]=1. The catalyst class is: 248. (2) Reactant: [Br:1][C:2]1[CH:7]=[CH:6][C:5](/[C:8](=[N:22]\[O:23][CH2:24][CH3:25])/[CH:9]2[CH2:14][CH2:13][N:12]([C:15]3([CH3:21])[CH2:20][CH2:19][NH:18][CH2:17][CH2:16]3)[CH2:11][CH2:10]2)=[CH:4][CH:3]=1.[Cl:26][C:27]1[C:36]2[C:31](=[C:32]([C:37](O)=[O:38])[CH:33]=[CH:34][CH:35]=2)[N:30]=[CH:29][CH:28]=1.CCN(CC)CC.CN(C(ON1N=NC2C=CC=NC1=2)=[N+](C)C)C.F[P-](F)(F)(F)(F)F. Product: [Br:1][C:2]1[CH:7]=[CH:6][C:5](/[C:8](=[N:22]\[O:23][CH2:24][CH3:25])/[CH:9]2[CH2:10][CH2:11][N:12]([C:15]3([CH3:21])[CH2:20][CH2:19][N:18]([C:37]([C:32]4[CH:33]=[CH:34][CH:35]=[C:36]5[C:31]=4[N:30]=[CH:29][CH:28]=[C:27]5[Cl:26])=[O:38])[CH2:17][CH2:16]3)[CH2:13][CH2:14]2)=[CH:4][CH:3]=1. The catalyst class is: 3. (3) Reactant: [Cl:1][C:2]1[N:27]=[C:26]([Cl:28])[CH:25]=[C:24]([CH3:29])[C:3]=1[C:4]([NH:6][CH2:7][CH2:8][C@H:9]([N:11]1[CH2:16][CH2:15][CH:14]([NH:17][CH2:18][C:19]2[CH:23]=[CH:22][S:21][CH:20]=2)[CH2:13][CH2:12]1)[CH3:10])=[O:5].CCN(C(C)C)C(C)C.C([O:42][CH2:43][C:44](Cl)=[O:45])(=O)C.C([O-])(O)=O.[Na+]. Product: [Cl:1][C:2]1[N:27]=[C:26]([Cl:28])[CH:25]=[C:24]([CH3:29])[C:3]=1[C:4]([NH:6][CH2:7][CH2:8][C@H:9]([N:11]1[CH2:16][CH2:15][CH:14]([N:17]([C:43](=[O:42])[CH2:44][OH:45])[CH2:18][C:19]2[CH:23]=[CH:22][S:21][CH:20]=2)[CH2:13][CH2:12]1)[CH3:10])=[O:5]. The catalyst class is: 26. (4) Reactant: [CH3:1][O:2][C:3]([C:5]1[CH:9]=[CH:8][N:7]([CH:10]([F:12])[F:11])[N:6]=1)=[O:4].[Cl:13]N1C(=O)CCC1=O.O. Product: [CH3:1][O:2][C:3]([C:5]1[C:9]([Cl:13])=[CH:8][N:7]([CH:10]([F:12])[F:11])[N:6]=1)=[O:4]. The catalyst class is: 9. (5) Reactant: C[O:2][C:3](=O)[CH2:4][C:5]1[CH:10]=[CH:9][C:8]([N+:11]([O-:13])=[O:12])=[CH:7][C:6]=1[Cl:14].[Li+].[BH4-].[NH4+].[Cl-].CCOC(C)=O. Product: [Cl:14][C:6]1[CH:7]=[C:8]([N+:11]([O-:13])=[O:12])[CH:9]=[CH:10][C:5]=1[CH2:4][CH2:3][OH:2]. The catalyst class is: 20. (6) Reactant: C([O:8][C:9]1[C:18]([N:19]([CH3:21])[CH3:20])=[CH:17][CH:16]=[C:15]2[C:10]=1[CH2:11][CH2:12][N:13](C(OCC1C=CC=CC=1)=O)[CH2:14]2)C1C=CC=CC=1. Product: [OH:8][C:9]1[C:18]([N:19]([CH3:21])[CH3:20])=[CH:17][CH:16]=[C:15]2[C:10]=1[CH2:11][CH2:12][NH:13][CH2:14]2. The catalyst class is: 352.